The task is: Regression. Given a peptide amino acid sequence and an MHC pseudo amino acid sequence, predict their binding affinity value. This is MHC class I binding data.. This data is from Peptide-MHC class I binding affinity with 185,985 pairs from IEDB/IMGT. (1) The peptide sequence is SLYPPCLFK. The MHC is HLA-A01:01 with pseudo-sequence HLA-A01:01. The binding affinity (normalized) is 0.0847. (2) The peptide sequence is RPMTYKAAV. The MHC is HLA-B57:01 with pseudo-sequence HLA-B57:01. The binding affinity (normalized) is 0. (3) The peptide sequence is HSDAVEDFL. The MHC is HLA-A69:01 with pseudo-sequence HLA-A69:01. The binding affinity (normalized) is 0.0847. (4) The peptide sequence is VIILFQRTF. The MHC is HLA-A02:01 with pseudo-sequence HLA-A02:01. The binding affinity (normalized) is 0. (5) The peptide sequence is YLCGFIKQK. The MHC is HLA-A11:01 with pseudo-sequence HLA-A11:01. The binding affinity (normalized) is 0.315. (6) The peptide sequence is IAVTPRPPI. The MHC is H-2-Db with pseudo-sequence H-2-Db. The binding affinity (normalized) is 0.456. (7) The peptide sequence is GRNLLTALGM. The MHC is HLA-B27:05 with pseudo-sequence HLA-B27:05. The binding affinity (normalized) is 0.801. (8) The peptide sequence is IVLFQRFLR. The binding affinity (normalized) is 0. The MHC is HLA-A02:01 with pseudo-sequence HLA-A02:01. (9) The peptide sequence is RYSHWTKL. The MHC is HLA-B35:01 with pseudo-sequence HLA-B35:01. The binding affinity (normalized) is 0.0847.